Dataset: Full USPTO retrosynthesis dataset with 1.9M reactions from patents (1976-2016). Task: Predict the reactants needed to synthesize the given product. The reactants are: [CH3:1][N:2]1[C:7]([C:8]([F:11])([F:10])[F:9])=[CH:6][C:5](=[O:12])[N:4]([C:13]2[CH:14]=[CH:15][C:16]3[S:20][N:19]=[C:18]([C:21](=[O:25])[C:22]([O-])=[O:23])[C:17]=3[CH:26]=2)[C:3]1=[O:27].CO[CH2:30][CH2:31]O. Given the product [OH:25][C:21]1([C:18]2[C:17]3[CH:26]=[C:13]([N:4]4[C:5](=[O:12])[CH:6]=[C:7]([C:8]([F:11])([F:9])[F:10])[N:2]([CH3:1])[C:3]4=[O:27])[CH:14]=[CH:15][C:16]=3[S:20][N:19]=2)[C:22](=[O:23])[NH:4][C:3]([C:31]2[CH:30]=[CH:8][CH:7]=[CH:6][CH:5]=2)=[N:2]1, predict the reactants needed to synthesize it.